From a dataset of Forward reaction prediction with 1.9M reactions from USPTO patents (1976-2016). Predict the product of the given reaction. (1) Given the reactants [Cl:1][C:2]1[CH:3]=[C:4]2[C:8](=[CH:9][CH:10]=1)[NH:7][CH:6]=[C:5]2[CH:11]=[O:12].C([O-])([O-])=O.[K+].[K+].Br[CH2:20][C:21]([O:23][C:24]([CH3:27])([CH3:26])[CH3:25])=[O:22], predict the reaction product. The product is: [C:24]([O:23][C:21](=[O:22])[CH2:20][N:7]1[C:8]2[C:4](=[CH:3][C:2]([Cl:1])=[CH:10][CH:9]=2)[C:5]([CH:11]=[O:12])=[CH:6]1)([CH3:27])([CH3:26])[CH3:25]. (2) Given the reactants [C:1]([O:5][C:6]([N:8]([CH3:44])[C@H:9]([C:19]([NH:21][C@H:22]([C:27]([N:29]([C@@H:31]([CH2:40][CH2:41][CH2:42][CH3:43])/[CH:32]=[C:33](/[C:35]([O:37]CC)=[O:36])\[CH3:34])[CH3:30])=[O:28])[C:23]([CH3:26])([CH3:25])[CH3:24])=[O:20])[C:10]([CH3:18])([CH3:17])[C:11]1[CH:16]=[CH:15][CH:14]=[CH:13][CH:12]=1)=[O:7])([CH3:4])([CH3:3])[CH3:2].[OH-].[Li+], predict the reaction product. The product is: [C:1]([O:5][C:6]([N:8]([CH3:44])[C@H:9]([C:19]([NH:21][C@H:22]([C:27]([N:29]([C@@H:31]([CH2:40][CH2:41][CH2:42][CH3:43])/[CH:32]=[C:33](/[C:35]([OH:37])=[O:36])\[CH3:34])[CH3:30])=[O:28])[C:23]([CH3:26])([CH3:24])[CH3:25])=[O:20])[C:10]([CH3:17])([CH3:18])[C:11]1[CH:12]=[CH:13][CH:14]=[CH:15][CH:16]=1)=[O:7])([CH3:2])([CH3:3])[CH3:4].